This data is from Catalyst prediction with 721,799 reactions and 888 catalyst types from USPTO. The task is: Predict which catalyst facilitates the given reaction. (1) Reactant: C[Si]([N-][Si](C)(C)C)(C)C.[Na+].[CH3:11][C:12]1[N:17]=[C:16]([Cl:18])[N:15]=[C:14](Cl)[CH:13]=1.[NH2:20][C:21]1[CH:26]=[CH:25][CH:24]=[CH:23][N:22]=1. Product: [Cl:18][C:16]1[N:15]=[C:14]([NH:20][C:21]2[CH:26]=[CH:25][CH:24]=[CH:23][N:22]=2)[CH:13]=[C:12]([CH3:11])[N:17]=1. The catalyst class is: 1. (2) Reactant: [CH:1]([N:14]1[CH2:19][CH2:18][N:17]([C:20](=[O:42])[CH2:21][N:22]2[CH2:27][CH2:26][N:25](C(OC(C)(C)C)=O)[CH:24]([C:35]3[CH:40]=[CH:39][CH:38]=[CH:37][CH:36]=3)[C:23]2=[O:41])[CH2:16][CH2:15]1)([C:8]1[CH:13]=[CH:12][CH:11]=[CH:10][CH:9]=1)[C:2]1[CH:7]=[CH:6][CH:5]=[CH:4][CH:3]=1.Cl. Product: [CH:1]([N:14]1[CH2:19][CH2:18][N:17]([C:20](=[O:42])[CH2:21][N:22]2[CH2:27][CH2:26][NH:25][CH:24]([C:35]3[CH:40]=[CH:39][CH:38]=[CH:37][CH:36]=3)[C:23]2=[O:41])[CH2:16][CH2:15]1)([C:2]1[CH:3]=[CH:4][CH:5]=[CH:6][CH:7]=1)[C:8]1[CH:13]=[CH:12][CH:11]=[CH:10][CH:9]=1. The catalyst class is: 71. (3) Reactant: C(O[C:5](=[O:7])[CH3:6])(=O)C.[Cl:8][C:9]1[N:14]=[C:13]([S:15][CH3:16])[N:12]=[C:11]([NH2:17])[CH:10]=1. Product: [Cl:8][C:9]1[N:14]=[C:13]([S:15][CH3:16])[N:12]=[C:11]([NH:17][C:5](=[O:7])[CH3:6])[CH:10]=1. The catalyst class is: 389. (4) Reactant: [CH3:1][O:2][C:3](=[O:12])[C:4]1[CH:9]=[CH:8][C:7]([CH:10]=O)=[CH:6][CH:5]=1.[O:13]1[CH2:18][CH2:17][N:16]([CH2:19][CH2:20][CH2:21][NH2:22])[CH2:15][CH2:14]1.[BH4-].[Na+]. Product: [O:13]1[CH2:18][CH2:17][N:16]([CH2:19][CH2:20][CH2:21][NH:22][CH2:10][C:7]2[CH:8]=[CH:9][C:4]([C:3]([O:2][CH3:1])=[O:12])=[CH:5][CH:6]=2)[CH2:15][CH2:14]1. The catalyst class is: 26. (5) Reactant: [C:9](O[C:9]([O:11][C:12]([CH3:15])([CH3:14])[CH3:13])=[O:10])([O:11][C:12]([CH3:15])([CH3:14])[CH3:13])=[O:10].[Cl:16][C:17]1[N:22]=[C:21]2[N:23]=[C:24]([CH2:26][N:27]3[CH2:32][CH2:31][O:30][CH2:29][CH2:28]3)[NH:25][C:20]2=[CH:19][CH:18]=1.CN(C1C=CC=CN=1)C. Product: [Cl:16][C:17]1[N:22]=[C:21]2[N:23]=[C:24]([CH2:26][N:27]3[CH2:32][CH2:31][O:30][CH2:29][CH2:28]3)[N:25]([C:9]([O:11][C:12]([CH3:13])([CH3:14])[CH3:15])=[O:10])[C:20]2=[CH:19][CH:18]=1. The catalyst class is: 18. (6) Reactant: [Cl:1][C:2]1[CH:3]=[C:4]([N:9]2[C:13](=[O:14])[O:12][N:11]=[C:10]2[C:15]2[N:16]=[N:17][S:18][C:19]=2[CH2:20][OH:21])[CH:5]=[CH:6][C:7]=1[F:8].[CH3:22][S:23](Cl)(=[O:25])=[O:24]. Product: [CH3:22][S:23]([O:21][CH2:20][C:19]1[S:18][N:17]=[N:16][C:15]=1[C:10]1[N:9]([C:4]2[CH:5]=[CH:6][C:7]([F:8])=[C:2]([Cl:1])[CH:3]=2)[C:13](=[O:14])[O:12][N:11]=1)(=[O:25])=[O:24]. The catalyst class is: 2. (7) Reactant: [Li+].C[Si]([N-][Si](C)(C)C)(C)C.[CH3:11][N:12]1[C:17](=[O:18])[C:16]2=[CH:19][N:20]([CH2:22][C:23]3[CH:28]=[CH:27][C:26]([N:29]4[CH:33]=[CH:32][CH:31]=[N:30]4)=[CH:25][CH:24]=3)[N:21]=[C:15]2[N:14]2[C@H:34]3[CH2:39][CH2:38][CH2:37][C@H:35]3[N:36]=[C:13]12.[Cl:40]C(Cl)(Cl)C(Cl)(Cl)Cl. Product: [Cl:40][C:19]1[N:20]([CH2:22][C:23]2[CH:24]=[CH:25][C:26]([N:29]3[CH:33]=[CH:32][CH:31]=[N:30]3)=[CH:27][CH:28]=2)[N:21]=[C:15]2[N:14]3[C@H:34]4[CH2:39][CH2:38][CH2:37][C@H:35]4[N:36]=[C:13]3[N:12]([CH3:11])[C:17](=[O:18])[C:16]=12. The catalyst class is: 76.